From a dataset of Forward reaction prediction with 1.9M reactions from USPTO patents (1976-2016). Predict the product of the given reaction. (1) The product is: [Br:2][CH2:3][CH2:4][CH2:5][NH:6][C:16]1[C:25](=[O:26])[C:20]2[N:21]=[C:22]([CH3:24])[S:23][C:19]=2[C:18](=[O:27])[CH:17]=1. Given the reactants Br.[Br:2][CH2:3][CH2:4][CH2:5][NH2:6].C(N(CC)CC)C.CO[C:16]1[C:25](=[O:26])[C:20]2[N:21]=[C:22]([CH3:24])[S:23][C:19]=2[C:18](=[O:27])[CH:17]=1, predict the reaction product. (2) The product is: [CH3:1][O:2][C:3]1[O:4][C:5]([C:16]2[CH:25]=[CH:24][C:19]([O:20][CH2:21][CH2:22][NH:23][S:34]([CH3:33])(=[O:36])=[O:35])=[CH:18][CH:17]=2)=[C:6]([C:8]2[CH:9]=[CH:10][C:11]([O:14][CH3:15])=[CH:12][CH:13]=2)[N:7]=1. Given the reactants [CH3:1][O:2][C:3]1[O:4][C:5]([C:16]2[CH:25]=[CH:24][C:19]([O:20][CH2:21][CH2:22][NH2:23])=[CH:18][CH:17]=2)=[C:6]([C:8]2[CH:13]=[CH:12][C:11]([O:14][CH3:15])=[CH:10][CH:9]=2)[N:7]=1.C(N(CC)CC)C.[CH3:33][S:34](Cl)(=[O:36])=[O:35], predict the reaction product. (3) Given the reactants C1N2CN3CN(C2)CN1C3.CCCCCCC=CCCC.[CH3:22][C:23]([CH3:43])([CH3:42])[CH2:24][C:25](=[O:41])[CH2:26][C@H:27]([C:31]1[O:32][CH2:33][C@@H:34]([C:36]([O:38][CH2:39][CH3:40])=[O:37])[N:35]=1)[CH2:28][CH:29]=[CH2:30], predict the reaction product. The product is: [CH3:42][C:23]([CH3:22])([CH3:43])[CH2:24][C:25](=[O:41])[CH2:26][C@H:27]([C:31]1[O:32][CH:33]=[C:34]([C:36]([O:38][CH2:39][CH3:40])=[O:37])[N:35]=1)[CH2:28][CH:29]=[CH2:30]. (4) The product is: [CH3:1][S:2]([C:5]1[CH:6]=[CH:7][C:8]2[O:13][CH2:12][C:11](=[O:14])[N:10]([CH2:63][CH2:64][N:65]3[CH2:70][CH2:69][CH:68]([NH:71][C:72](=[O:78])[O:73][C:74]([CH3:77])([CH3:76])[CH3:75])[CH2:67][CH2:66]3)[C:9]=2[CH:15]=1)(=[O:3])=[O:4]. Given the reactants [CH3:1][S:2]([C:5]1[CH:6]=[CH:7][C:8]2[O:13][CH2:12][C:11](=[O:14])[NH:10][C:9]=2[CH:15]=1)(=[O:4])=[O:3].[H-].[Na+].FC1C=C2C(C=CC(=O)N2CCN2CCC(NCC3C=CC4OCC(=O)NC=4N=3)CC2)=CC=1.COC1C=C2C(C=CC(=O)N2[CH2:63][CH2:64][N:65]2[CH2:70][CH2:69][CH:68]([NH:71][C:72](=[O:78])[O:73][C:74]([CH3:77])([CH3:76])[CH3:75])[CH2:67][CH2:66]2)=CC=1, predict the reaction product. (5) Given the reactants [F:1][C:2]1[CH:7]=[CH:6][C:5]([C:8]2[O:12][C:11]([CH2:13][C@@H:14]([OH:19])[C:15]([CH3:18])([CH3:17])[CH3:16])=[N:10][N:9]=2)=[CH:4][CH:3]=1.[N:20]([C@@H:23]([CH2:28][CH2:29][CH2:30][CH3:31])[C:24]([O:26][CH3:27])=[O:25])=[C:21]=[O:22], predict the reaction product. The product is: [F:1][C:2]1[CH:3]=[CH:4][C:5]([C:8]2[O:12][C:11]([CH2:13][C@@H:14]([O:19][C:21]([NH:20][C@@H:23]([CH2:28][CH2:29][CH2:30][CH3:31])[C:24]([O:26][CH3:27])=[O:25])=[O:22])[C:15]([CH3:16])([CH3:18])[CH3:17])=[N:10][N:9]=2)=[CH:6][CH:7]=1. (6) Given the reactants [Cl:1][C:2]1[CH:10]=[C:9]2[C:5]([CH:6]=[CH:7][NH:8]2)=[CH:4][CH:3]=1.[Cl:11][C:12]1[CH:17]=[CH:16][C:15](I)=[CH:14][CH:13]=1, predict the reaction product. The product is: [Cl:1][C:2]1[CH:10]=[C:9]2[C:5]([CH:6]=[CH:7][N:8]2[C:15]2[CH:16]=[CH:17][C:12]([Cl:11])=[CH:13][CH:14]=2)=[CH:4][CH:3]=1. (7) Given the reactants C([O-])(=O)C.[Co+2:5].C([O-])(=O)C.[C:10]([OH:29])(=[O:28])[CH2:11][CH2:12][CH2:13][CH2:14][CH2:15][CH2:16][CH2:17]/[CH:18]=[CH:19]\[CH2:20][CH2:21][CH2:22][CH2:23][CH2:24][CH2:25][CH2:26][CH3:27], predict the reaction product. The product is: [C:10]([O-:29])(=[O:28])[CH2:11][CH2:12][CH2:13][CH2:14][CH2:15][CH2:16][CH2:17]/[CH:18]=[CH:19]\[CH2:20][CH2:21][CH2:22][CH2:23][CH2:24][CH2:25][CH2:26][CH3:27].[Co+2:5].[C:10]([O-:29])(=[O:28])[CH2:11][CH2:12][CH2:13][CH2:14][CH2:15][CH2:16][CH2:17]/[CH:18]=[CH:19]\[CH2:20][CH2:21][CH2:22][CH2:23][CH2:24][CH2:25][CH2:26][CH3:27]. (8) Given the reactants [CH3:1][O:2][C:3]1[C:4]([NH:27][C:28]2[CH:33]=[CH:32][N:31]=[CH:30][C:29]=2[C:34]([O:36]CC)=[O:35])=[N:5][C:6]([C:9]2[C:17]3[C:12](=[CH:13][CH:14]=[CH:15][CH:16]=3)[N:11]([CH2:18][C:19]3[CH:24]=[CH:23][C:22]([O:25][CH3:26])=[CH:21][CH:20]=3)[N:10]=2)=[N:7][CH:8]=1.[OH-].[Li+:40], predict the reaction product. The product is: [CH3:1][O:2][C:3]1[C:4]([NH:27][C:28]2[C:29]([C:34]([O-:36])=[O:35])=[CH:30][N:31]=[CH:32][CH:33]=2)=[N:5][C:6]([C:9]2[C:17]3[C:12](=[CH:13][CH:14]=[CH:15][CH:16]=3)[N:11]([CH2:18][C:19]3[CH:24]=[CH:23][C:22]([O:25][CH3:26])=[CH:21][CH:20]=3)[N:10]=2)=[N:7][CH:8]=1.[Li+:40]. (9) Given the reactants [CH3:1][C:2]1[C:11]([NH2:12])=[C:10]2[C:5]([CH:6]=[CH:7][CH:8]=[N:9]2)=[CH:4][CH:3]=1.[C:13]1([S:19](Cl)(=[O:21])=[O:20])[CH:18]=[CH:17][CH:16]=[CH:15][CH:14]=1, predict the reaction product. The product is: [CH3:1][C:2]1[C:11]([NH:12][S:19]([C:13]2[CH:18]=[CH:17][CH:16]=[CH:15][CH:14]=2)(=[O:21])=[O:20])=[C:10]2[C:5]([CH:6]=[CH:7][CH:8]=[N:9]2)=[CH:4][CH:3]=1. (10) Given the reactants [Cl:1][C:2]1[CH:3]=[C:4]([CH:7]=[CH:8][C:9]=1F)[CH:5]=[O:6].[C:11]1([OH:17])[CH:16]=[CH:15][CH:14]=[CH:13][CH:12]=1.C(=O)([O-])[O-:19].[K+].[K+].CC(=CC)C.P([O-])(O)(O)=O.[K+].Cl[O-].[Na+], predict the reaction product. The product is: [Cl:1][C:2]1[CH:3]=[C:4]([CH:7]=[CH:8][C:9]=1[O:17][C:11]1[CH:16]=[CH:15][CH:14]=[CH:13][CH:12]=1)[C:5]([OH:19])=[O:6].